From a dataset of Forward reaction prediction with 1.9M reactions from USPTO patents (1976-2016). Predict the product of the given reaction. (1) Given the reactants [Cl:1][C:2]1[CH:7]=[CH:6][CH:5]=[C:4](I)[C:3]=1[F:9].[C:10]([Si](C)(C)C)#[CH:11].CCCC[N+](CCCC)(CCCC)CCCC.[F-], predict the reaction product. The product is: [Cl:1][C:2]1[CH:7]=[CH:6][CH:5]=[C:4]([C:10]#[CH:11])[C:3]=1[F:9]. (2) Given the reactants [NH2:1][C:2]1[CH:7]=[CH:6][C:5]([C:8]2([C:14]#[N:15])[CH2:13][CH2:12][CH2:11][CH2:10][CH2:9]2)=[CH:4][C:3]=1[C:16]1[CH2:21][CH2:20][C:19]([CH3:23])([CH3:22])[CH2:18][CH:17]=1.[K+].[C:25]([C:27]1[N:28]=[C:29]([C:40]([O-])=[O:41])[N:30]([CH2:32][O:33][CH2:34][CH2:35][Si:36]([CH3:39])([CH3:38])[CH3:37])[CH:31]=1)#[N:26], predict the reaction product. The product is: [C:14]([C:8]1([C:5]2[CH:6]=[CH:7][C:2]([NH:1][C:40]([C:29]3[N:30]([CH2:32][O:33][CH2:34][CH2:35][Si:36]([CH3:39])([CH3:38])[CH3:37])[CH:31]=[C:27]([C:25]#[N:26])[N:28]=3)=[O:41])=[C:3]([C:16]3[CH2:21][CH2:20][C:19]([CH3:23])([CH3:22])[CH2:18][CH:17]=3)[CH:4]=2)[CH2:9][CH2:10][CH2:11][CH2:12][CH2:13]1)#[N:15]. (3) Given the reactants [Cl:1][C:2]1[CH:3]=[C:4]2[C:9](=[C:10]([CH3:12])[N:11]=1)[NH:8][CH:7]=[C:6]([C:13]([O:15]CC)=[O:14])[C:5]2=[O:18], predict the reaction product. The product is: [Cl:1][C:2]1[CH:3]=[C:4]2[C:9](=[C:10]([CH3:12])[N:11]=1)[NH:8][CH:7]=[C:6]([C:13]([OH:15])=[O:14])[C:5]2=[O:18].